From a dataset of Forward reaction prediction with 1.9M reactions from USPTO patents (1976-2016). Predict the product of the given reaction. (1) Given the reactants [N:1]1([CH2:6][CH:7]2[CH2:12][CH2:11][N:10]([C:13]3[CH:14]=[C:15]([CH:18]=[CH:19][CH:20]=3)[CH:16]=O)[CH2:9][CH2:8]2)[CH2:5][CH2:4][CH2:3][CH2:2]1.[NH:21]1[CH2:25][CH2:24][CH2:23][CH2:22]1, predict the reaction product. The product is: [N:1]1([CH2:6][CH:7]2[CH2:12][CH2:11][N:10]([C:13]3[CH:20]=[CH:19][CH:18]=[C:15]([CH2:16][N:21]4[CH2:25][CH2:24][CH2:23][CH2:22]4)[CH:14]=3)[CH2:9][CH2:8]2)[CH2:5][CH2:4][CH2:3][CH2:2]1. (2) Given the reactants OC1C(=O)NN=C(CCC2C=CC=CC=2)C=1.C([O:24][C:25]1[N:26]=[N:27][C:28]([CH2:39][C:40]2[CH:45]=[CH:44][CH:43]=[C:42]([CH3:46])[CH:41]=2)=[CH:29][C:30]=1[O:31]CC1C=CC=CC=1)C1C=CC=CC=1.O1CCCC1, predict the reaction product. The product is: [CH3:46][C:42]1[CH:41]=[C:40]([CH:45]=[CH:44][CH:43]=1)[CH2:39][C:28]1[CH:29]=[C:30]([OH:31])[C:25](=[O:24])[NH:26][N:27]=1. (3) Given the reactants [CH:1]([C:3]1[O:7][C:6]([C:8]2[CH:9]=[C:10]([CH:14]=[CH:15][CH:16]=2)[C:11]([OH:13])=[O:12])=[CH:5][CH:4]=1)=O.[CH3:17][C:18]1[CH2:22][C:21](=[O:23])[NH:20][N:19]=1.N1CCCCC1, predict the reaction product. The product is: [CH3:17][C:18]1[C:22](=[CH:1][C:3]2[O:7][C:6]([C:8]3[CH:9]=[C:10]([CH:14]=[CH:15][CH:16]=3)[C:11]([OH:13])=[O:12])=[CH:5][CH:4]=2)[C:21](=[O:23])[NH:20][N:19]=1. (4) Given the reactants C[O:2][C:3]([C:5]1[CH:6]=[C:7]([C:12]2[CH:17]=[CH:16][C:15]([C:18](=[O:35])[NH:19][C:20]3[CH:25]=[CH:24][C:23]([CH2:26][N:27]4[CH2:32][CH2:31][S:30](=[O:34])(=[O:33])[CH2:29][CH2:28]4)=[CH:22][CH:21]=3)=[CH:14][CH:13]=2)[C:8]([CH3:11])=[CH:9][CH:10]=1)=O.[BH4-].[Li+].CO, predict the reaction product. The product is: [O:34]=[S:30]1(=[O:33])[CH2:31][CH2:32][N:27]([CH2:26][C:23]2[CH:24]=[CH:25][C:20]([NH:19][C:18]([C:15]3[CH:14]=[CH:13][C:12]([C:7]4[CH:6]=[C:5]([CH2:3][OH:2])[CH:10]=[CH:9][C:8]=4[CH3:11])=[CH:17][CH:16]=3)=[O:35])=[CH:21][CH:22]=2)[CH2:28][CH2:29]1. (5) Given the reactants [CH3:1][CH2:2][C:3]([C:5]1[CH:10]=[CH:9][C:8]([Cl:11])=[CH:7][CH:6]=1)=[O:4].[BrH:12].BrBr, predict the reaction product. The product is: [Br:12][CH:2]([CH3:1])[C:3]([C:5]1[CH:6]=[CH:7][C:8]([Cl:11])=[CH:9][CH:10]=1)=[O:4]. (6) Given the reactants C(=O)([O-])[O-].[K+].[K+].I[CH2:8][CH3:9].[OH:10][C:11]1[CH:19]=[C:18]([I:20])[CH:17]=[CH:16][C:12]=1[C:13]([OH:15])=[O:14].[CH2:21](OCC)[CH3:22], predict the reaction product. The product is: [CH2:21]([O:10][C:11]1[CH:19]=[C:18]([I:20])[CH:17]=[CH:16][C:12]=1[C:13]([O:15][CH2:8][CH3:9])=[O:14])[CH3:22]. (7) Given the reactants Br[C:2]1[CH:11]=[C:10]([C:12]([O:14][CH3:15])=[O:13])[CH:9]=[C:8]2[C:3]=1[CH2:4][N:5]([CH2:25][C:26]1[CH:31]=[CH:30][C:29]([O:32][CH3:33])=[CH:28][CH:27]=1)[C:6](=[O:24])[N:7]2[C:16]1[C:21]([Cl:22])=[CH:20][CH:19]=[CH:18][C:17]=1[Cl:23].[Cl:34][C:35]1[CH:40]=[CH:39][CH:38]=[C:37](Cl)[C:36]=1N1C2C(=C([C:36]3[CH:37]=[CH:38][CH:39]=[CH:40][C:35]=3[Cl:34])C=C(OC)C=2)CNC1=O, predict the reaction product. The product is: [Cl:34][C:35]1[CH:40]=[CH:39][CH:38]=[CH:37][C:36]=1[C:2]1[CH:11]=[C:10]([C:12]([O:14][CH3:15])=[O:13])[CH:9]=[C:8]2[C:3]=1[CH2:4][N:5]([CH2:25][C:26]1[CH:27]=[CH:28][C:29]([O:32][CH3:33])=[CH:30][CH:31]=1)[C:6](=[O:24])[N:7]2[C:16]1[C:21]([Cl:22])=[CH:20][CH:19]=[CH:18][C:17]=1[Cl:23]. (8) The product is: [Cl:17][C:6]1[CH:5]=[N:4][CH:3]=[C:2]([C:22]2[CH:21]=[CH:20][C:19]([F:18])=[C:24]([F:25])[CH:23]=2)[C:7]=1[N:8]1[CH2:13][CH2:12][CH:11]([C:14]([NH2:16])=[O:15])[CH2:10][CH2:9]1. Given the reactants Cl[C:2]1[CH:3]=[N:4][CH:5]=[C:6]([Cl:17])[C:7]=1[N:8]1[CH2:13][CH2:12][CH:11]([C:14]([NH2:16])=[O:15])[CH2:10][CH2:9]1.[F:18][C:19]1[CH:20]=[C:21](B(O)O)[CH:22]=[CH:23][C:24]=1[F:25].C(=O)([O-])[O-].[Na+].[Na+], predict the reaction product.